Dataset: Reaction yield outcomes from USPTO patents with 853,638 reactions. Task: Predict the reaction yield, written as a fraction of the theoretical maximum amount of product (1.0 means a 100% yield; for example, 0.34 means a 34% yield). (1) The reactants are [NH3:1].[Cl:2][C:3]1[CH:12]=[CH:11][C:10]([C:13]2[C:18]([N:19]([CH3:21])[CH3:20])=[CH:17][CH:16]=[CH:15][N:14]=2)=[CH:9][C:4]=1[C:5](OC)=[O:6]. The catalyst is CO. The product is [Cl:2][C:3]1[CH:12]=[CH:11][C:10]([C:13]2[C:18]([N:19]([CH3:21])[CH3:20])=[CH:17][CH:16]=[CH:15][N:14]=2)=[CH:9][C:4]=1[C:5]([NH2:1])=[O:6]. The yield is 0.739. (2) The reactants are [I:1][C:2]1[CH:23]=[CH:22][C:5]([O:6][C:7]2[CH:8]=[C:9]([CH:12]=[C:13]([S:15][C:16]3[N:17]([CH3:21])[CH:18]=[CH:19][N:20]=3)[CH:14]=2)[C:10]#N)=[CH:4][CH:3]=1.C(O)C.[OH-:27].[Na+].[OH2:29]. No catalyst specified. The product is [I:1][C:2]1[CH:23]=[CH:22][C:5]([O:6][C:7]2[CH:8]=[C:9]([CH:12]=[C:13]([S:15][C:16]3[N:17]([CH3:21])[CH:18]=[CH:19][N:20]=3)[CH:14]=2)[C:10]([OH:29])=[O:27])=[CH:4][CH:3]=1. The yield is 0.900.